Dataset: Reaction yield outcomes from USPTO patents with 853,638 reactions. Task: Predict the reaction yield, written as a fraction of the theoretical maximum amount of product (1.0 means a 100% yield; for example, 0.34 means a 34% yield). (1) The reactants are [Cl:1][C:2]1[CH:10]=[C:9]([C:11]#[C:12][Si](C)(C)C)[C:5]2[O:6][CH2:7][O:8][C:4]=2[C:3]=1[NH2:17].C(=O)([O-])[O-].[K+].[K+]. The catalyst is CO.O. The product is [Cl:1][C:2]1[CH:10]=[C:9]([C:11]#[CH:12])[C:5]2[O:6][CH2:7][O:8][C:4]=2[C:3]=1[NH2:17]. The yield is 0.790. (2) The reactants are [O:1]=[S:2]1(=[O:32])[C:8]2[CH:9]=[C:10]([O:15]C)[C:11]([S:13][CH3:14])=[CH:12][C:7]=2[N:6]([C:17]2[CH:22]=[CH:21][C:20]([Cl:23])=[CH:19][CH:18]=2)[CH2:5][C:4]([CH2:28][CH2:29][CH2:30][CH3:31])([CH2:24][CH2:25][CH2:26][CH3:27])[CH2:3]1.B(Br)(Br)Br.O.O.NN. The catalyst is C(Cl)Cl. The product is [O:32]=[S:2]1(=[O:1])[C:8]2[CH:9]=[C:10]([OH:15])[C:11]([S:13][CH3:14])=[CH:12][C:7]=2[N:6]([C:17]2[CH:22]=[CH:21][C:20]([Cl:23])=[CH:19][CH:18]=2)[CH2:5][C:4]([CH2:28][CH2:29][CH2:30][CH3:31])([CH2:24][CH2:25][CH2:26][CH3:27])[CH2:3]1. The yield is 0.800.